Dataset: Catalyst prediction with 721,799 reactions and 888 catalyst types from USPTO. Task: Predict which catalyst facilitates the given reaction. (1) The catalyst class is: 24. Reactant: [CH3:1][O:2][C:3]1[CH:12]=[CH:11][C:6]2[S:7]C(=O)[O:9][C:5]=2[CH:4]=1.[OH-].[K+].Cl. Product: [CH3:1][O:2][C:3]1[CH:12]=[CH:11][C:6]([SH:7])=[C:5]([OH:9])[CH:4]=1. (2) The catalyst class is: 11. Reactant: Br[C:2]1[CH:7]=[CH:6][C:5]([Br:8])=[CH:4][N:3]=1.C([Li])CCC.[CH3:14][C:15]([CH3:17])=[O:16]. Product: [Br:8][C:5]1[CH:6]=[CH:7][C:2]([C:15]([OH:16])([CH3:17])[CH3:14])=[N:3][CH:4]=1. (3) Reactant: Cl[C:2]1[N:3]=[C:4]([N:21]2[CH2:26][CH2:25][O:24][CH2:23][CH2:22]2)[C:5]2[S:10][C:9]([CH2:11][N:12]3[CH2:17][CH2:16][CH:15]([N:18]([CH3:20])[CH3:19])[CH2:14][CH2:13]3)=[CH:8][C:6]=2[N:7]=1.[N:27]1[C:31]2[CH:32]=[CH:33][CH:34]=[CH:35][C:30]=2[NH:29][CH:28]=1.Cl. Product: [N:27]1([C:2]2[N:3]=[C:4]([N:21]3[CH2:22][CH2:23][O:24][CH2:25][CH2:26]3)[C:5]3[S:10][C:9]([CH2:11][N:12]4[CH2:13][CH2:14][CH:15]([N:18]([CH3:20])[CH3:19])[CH2:16][CH2:17]4)=[CH:8][C:6]=3[N:7]=2)[C:31]2[CH:32]=[CH:33][CH:34]=[CH:35][C:30]=2[N:29]=[CH:28]1. The catalyst class is: 12. (4) Reactant: [NH2:1][O:2][C@@H:3]([CH2:16][C:17]([O:19][C:20]([CH3:23])([CH3:22])[CH3:21])=[O:18])[C:4]([O:6][CH2:7][C:8]1[CH:13]=[CH:12][C:11]([O:14][CH3:15])=[CH:10][CH:9]=1)=[O:5].[C:24]([O:28][C:29]([NH:31][C:32]1[S:33][C:34]([Cl:42])=[C:35]([C:37](=O)[C:38]([OH:40])=[O:39])[N:36]=1)=[O:30])([CH3:27])([CH3:26])[CH3:25]. Product: [C:20]([O:19][C:17](=[O:18])[CH2:16][C@H:3]([O:2]/[N:1]=[C:37](/[C:35]1[N:36]=[C:32]([NH:31][C:29]([O:28][C:24]([CH3:27])([CH3:26])[CH3:25])=[O:30])[S:33][C:34]=1[Cl:42])\[C:38]([OH:40])=[O:39])[C:4]([O:6][CH2:7][C:8]1[CH:13]=[CH:12][C:11]([O:14][CH3:15])=[CH:10][CH:9]=1)=[O:5])([CH3:23])([CH3:22])[CH3:21]. The catalyst class is: 5.